This data is from Reaction yield outcomes from USPTO patents with 853,638 reactions. The task is: Predict the reaction yield, written as a fraction of the theoretical maximum amount of product (1.0 means a 100% yield; for example, 0.34 means a 34% yield). (1) The reactants are [OH:1][NH:2][C:3]1[CH:13]=[CH:12][CH:11]=[CH:10][C:4]=1[C:5]([O:7][CH2:8][CH3:9])=[O:6].Cl[CH2:15][C:16]1[S:17][C:18]2[CH:24]=[CH:23][CH:22]=[CH:21][C:19]=2[N:20]=1. No catalyst specified. The product is [S:17]1[C:18]2[CH:24]=[CH:23][CH:22]=[CH:21][C:19]=2[N:20]=[C:16]1[CH2:15][O:1][NH:2][C:3]1[CH:13]=[CH:12][CH:11]=[CH:10][C:4]=1[C:5]([O:7][CH2:8][CH3:9])=[O:6]. The yield is 0.520. (2) The reactants are [Br:1]C1C=C(OC)C(N2CCN(C)CC2)=NC=1.[CH3:17][O:18][C:19]1[CH:24]=[CH:23][N:22]=[C:21]([N:25]2[CH2:30][CH2:29][N:28]([C:31]([O:33][C:34]([CH3:37])([CH3:36])[CH3:35])=[O:32])[CH2:27][C@@H:26]2[CH3:38])[CH:20]=1. No catalyst specified. The product is [Br:1][C:24]1[C:19]([O:18][CH3:17])=[CH:20][C:21]([N:25]2[CH2:30][CH2:29][N:28]([C:31]([O:33][C:34]([CH3:37])([CH3:36])[CH3:35])=[O:32])[CH2:27][C@@H:26]2[CH3:38])=[N:22][CH:23]=1. The yield is 0.750. (3) The reactants are [CH3:1][S:2]([C:4]1[S:8][C:7]([CH2:9][N:10]([CH3:23])[C:11]([C:13]23[CH2:22][CH:17]4[CH2:18][CH:19]([CH2:21][CH:15]([CH2:16]4)[CH2:14]2)[CH2:20]3)=[O:12])=[CH:6][CH:5]=1)=[O:3].C1C=C(Cl)C=C(C(OO)=[O:32])C=1. The catalyst is C(Cl)Cl. The product is [CH3:1][S:2]([C:4]1[S:8][C:7]([CH2:9][N:10]([CH3:23])[C:11]([C:13]23[CH2:20][CH:19]4[CH2:18][CH:17]([CH2:16][CH:15]([CH2:21]4)[CH2:14]2)[CH2:22]3)=[O:12])=[CH:6][CH:5]=1)(=[O:32])=[O:3]. The yield is 0.950. (4) The reactants are C([O:5][C:6](=[O:20])[CH2:7][C:8]1([OH:19])[CH2:11][N:10]([C:12]([O:14][C:15]([CH3:18])([CH3:17])[CH3:16])=[O:13])[CH2:9]1)(C)(C)C.Cl.[OH-].[Na+].O(C(OC(C)(C)C)=O)C(OC(C)(C)C)=O. The catalyst is O1CCOCC1. The product is [C:12]([N:10]1[CH2:9][C:8]([CH2:7][C:6]([OH:20])=[O:5])([OH:19])[CH2:11]1)([O:14][C:15]([CH3:18])([CH3:17])[CH3:16])=[O:13]. The yield is 0.940. (5) The reactants are [Al+3].[Cl-].[Cl-].[Cl-].[Cl:5][CH2:6][CH2:7][CH2:8][C:9](Cl)=[O:10].[CH3:12][N:13]([CH3:25])[C:14](=[O:24])[C:15]([CH3:23])([C:17]1[CH:22]=[CH:21][CH:20]=[CH:19][CH:18]=1)[CH3:16]. The catalyst is C(Cl)(Cl)(Cl)Cl.C(Cl)Cl. The product is [CH3:25][N:13]([CH3:12])[C:14](=[O:24])[C:15]([C:17]1[CH:18]=[CH:19][C:20]([C:9](=[O:10])[CH2:8][CH2:7][CH2:6][Cl:5])=[CH:21][CH:22]=1)([CH3:23])[CH3:16]. The yield is 0.720. (6) The reactants are [F:1][C:2]1[CH:7]=[C:6]([S:8]([CH3:11])(=[O:10])=[O:9])[C:5]([F:12])=[CH:4][C:3]=1[NH:13][C@H:14]1[CH2:18][CH2:17][N:16]([CH:19]2[CH2:24][CH2:23][NH:22][CH2:21][CH2:20]2)[C:15]1=[O:25].CCN(C(C)C)C(C)C.[Cl:35][C:36]1[CH:41]=[N:40][C:39](Cl)=[CH:38][N:37]=1.CCOCC. The catalyst is CN(C=O)C.[Cl-].[Na+].O. The product is [Cl:35][C:36]1[N:37]=[CH:38][C:39]([N:22]2[CH2:23][CH2:24][CH:19]([N:16]3[CH2:17][CH2:18][C@H:14]([NH:13][C:3]4[CH:4]=[C:5]([F:12])[C:6]([S:8]([CH3:11])(=[O:10])=[O:9])=[CH:7][C:2]=4[F:1])[C:15]3=[O:25])[CH2:20][CH2:21]2)=[N:40][CH:41]=1. The yield is 0.390. (7) The reactants are [C:1]([NH:5][C:6]1[C:15]2[CH:14]=[CH:13][CH:12]=[C:11]([C:16]([O:18]C)=[O:17])[C:10]=2[CH:9]=[CH:8][N:7]=1)([CH3:4])([CH3:3])[CH3:2].O1CCCC1.[Li+].[OH-].Cl. The catalyst is C(OCC)(=O)C. The product is [C:1]([NH:5][C:6]1[C:15]2[CH:14]=[CH:13][CH:12]=[C:11]([C:16]([OH:18])=[O:17])[C:10]=2[CH:9]=[CH:8][N:7]=1)([CH3:4])([CH3:2])[CH3:3]. The yield is 0.400. (8) The reactants are Cl.[NH2:2][C@@H:3]([CH2:14][CH:15]1[CH2:20][CH2:19][CH2:18][CH2:17][CH2:16]1)[C@@H:4]([OH:13])[CH2:5][C:6]([NH:8][CH2:9][CH2:10][CH2:11][CH3:12])=[O:7].[CH3:21][C:22]([Si:25](Cl)([CH3:27])[CH3:26])([CH3:24])[CH3:23].N1C=CN=C1. The catalyst is CN(C=O)C.CCOC(C)=O. The product is [NH2:2][C@@H:3]([CH2:14][CH:15]1[CH2:16][CH2:17][CH2:18][CH2:19][CH2:20]1)[C@@H:4]([O:13][Si:25]([C:22]([CH3:24])([CH3:23])[CH3:21])([CH3:27])[CH3:26])[CH2:5][C:6]([NH:8][CH2:9][CH2:10][CH2:11][CH3:12])=[O:7]. The yield is 0.780.